This data is from Forward reaction prediction with 1.9M reactions from USPTO patents (1976-2016). The task is: Predict the product of the given reaction. (1) Given the reactants [CH2:1]([C:3]([CH2:19][OH:20])([CH2:17][CH3:18])[CH2:4][O:5][C:6]1[CH:13]=[CH:12][CH:11]=[C:10]([N+:14]([O-:16])=[O:15])[C:7]=1[C:8]#[N:9])[CH3:2].[C:21](Cl)(=[O:23])[CH3:22], predict the reaction product. The product is: [C:21]([O:20][CH2:19][C:3]([CH2:4][O:5][C:6]1[CH:13]=[CH:12][CH:11]=[C:10]([N+:14]([O-:16])=[O:15])[C:7]=1[C:8]#[N:9])([CH2:1][CH3:2])[CH2:17][CH3:18])(=[O:23])[CH3:22]. (2) Given the reactants [S:1]1[C:5]2[CH:6]=[CH:7][CH:8]=[CH:9][C:4]=2[N:3]=[C:2]1[O:10][C:11]1[CH:16]=[CH:15][C:14]([CH2:17][CH2:18][NH:19][CH2:20][CH2:21][CH2:22][N:23]2[CH2:27][CH2:26][CH2:25][C:24]2=[O:28])=[CH:13][CH:12]=1.C(O)(=O)C.C(O[C:36]1(O[Si](C)(C)C)[CH2:38][CH2:37]1)C.C([BH3-])#N.[Na+], predict the reaction product. The product is: [S:1]1[C:5]2[CH:6]=[CH:7][CH:8]=[CH:9][C:4]=2[N:3]=[C:2]1[O:10][C:11]1[CH:12]=[CH:13][C:14]([CH2:17][CH2:18][N:19]([CH:36]2[CH2:38][CH2:37]2)[CH2:20][CH2:21][CH2:22][N:23]2[CH2:27][CH2:26][CH2:25][C:24]2=[O:28])=[CH:15][CH:16]=1.